This data is from Catalyst prediction with 721,799 reactions and 888 catalyst types from USPTO. The task is: Predict which catalyst facilitates the given reaction. (1) Reactant: [Cl:1][C:2]1[C:7]([C:8]2[CH:13]=[CH:12][CH:11]=[CH:10][C:9]=2[CH3:14])=[C:6]([OH:15])[C:5]([CH:16]=[O:17])=[CH:4][CH:3]=1.[H-].[Na+].[CH2:20](Br)[C:21]1[CH:26]=[CH:25][CH:24]=[CH:23][CH:22]=1. Product: [CH2:20]([O:15][C:6]1[C:5]([CH:16]=[O:17])=[CH:4][CH:3]=[C:2]([Cl:1])[C:7]=1[C:8]1[CH:13]=[CH:12][CH:11]=[CH:10][C:9]=1[CH3:14])[C:21]1[CH:26]=[CH:25][CH:24]=[CH:23][CH:22]=1. The catalyst class is: 3. (2) Reactant: [CH:1]([C:3]1[CH:11]=[CH:10][C:6]([C:7]([OH:9])=[O:8])=[CH:5][CH:4]=1)=O.[O:12]1[CH2:17][CH2:16][N:15]([C:18]2[CH:24]=[CH:23][C:21]([NH2:22])=[CH:20][CH:19]=2)[CH2:14][CH2:13]1.[Sn](CCCC)(CCCC)(Cl)Cl.C1([SiH3])C=CC=CC=1. Product: [N:15]1([C:18]2[CH:19]=[CH:20][C:21]([NH:22][CH2:1][C:3]3[CH:11]=[CH:10][C:6]([C:7]([OH:9])=[O:8])=[CH:5][CH:4]=3)=[CH:23][CH:24]=2)[CH2:14][CH2:13][O:12][CH2:17][CH2:16]1. The catalyst class is: 1. (3) Reactant: [C:1]([C:3]1[CH:4]=[C:5]([CH:9]=[C:10]([C:12]([F:15])([F:14])[F:13])[CH:11]=1)[C:6](O)=[O:7])#[N:2].Cl.[CH3:17][NH:18][O:19][CH3:20].C(N(CC)C(C)C)(C)C.CCOC(OC(OCC)=O)=O. Product: [C:1]([C:3]1[CH:4]=[C:5]([CH:9]=[C:10]([C:12]([F:15])([F:14])[F:13])[CH:11]=1)[C:6]([N:18]([O:19][CH3:20])[CH3:17])=[O:7])#[N:2]. The catalyst class is: 7. (4) Reactant: [NH2:1][C:2]1[C:3]2[N:4]([CH:28]=[CH:29][N:30]=2)[CH:5]=[C:6]([C:8]2[C:9]([CH3:27])=[C:10]([NH:14][C:15](=[O:26])[C:16]3[CH:21]=[CH:20][C:19]([C:22]([CH3:25])([CH3:24])[CH3:23])=[CH:18][CH:17]=3)[CH:11]=[CH:12][CH:13]=2)[CH:7]=1.[CH:31]([N:34]([CH:37](C)C)CC)(C)C.C(Cl)(Cl)=[O:41].C1(C)C=CC=CC=1.CN.C1COCC1. Product: [C:22]([C:19]1[CH:20]=[CH:21][C:16]([C:15]([NH:14][C:10]2[CH:11]=[CH:12][CH:13]=[C:8]([C:6]3[CH:7]=[C:2]([NH:1][C:31]([NH:34][CH3:37])=[O:41])[C:3]4[N:4]([CH:28]=[CH:29][N:30]=4)[CH:5]=3)[C:9]=2[CH3:27])=[O:26])=[CH:17][CH:18]=1)([CH3:25])([CH3:23])[CH3:24]. The catalyst class is: 4.